From a dataset of Reaction yield outcomes from USPTO patents with 853,638 reactions. Predict the reaction yield, written as a fraction of the theoretical maximum amount of product (1.0 means a 100% yield; for example, 0.34 means a 34% yield). (1) The reactants are [CH2:1]([O:3][C:4](=[O:44])[CH2:5][CH2:6][CH2:7][O:8][C:9]1[CH:14]=[CH:13][CH:12]=[C:11]([CH2:15][CH2:16][CH2:17][CH2:18][CH2:19][CH2:20][O:21][C:22]2[CH:27]=[C:26](Br)[CH:25]=[C:24]([O:29][CH2:30][C:31]3[CH:36]=[CH:35][CH:34]=[CH:33][CH:32]=3)[CH:23]=2)[C:10]=1[CH2:37][CH2:38][C:39]([O:41][CH2:42][CH3:43])=[O:40])[CH3:2].[C:45]1(B(O)O)[CH:50]=[CH:49][CH:48]=[CH:47][CH:46]=1.C(=O)([O-])[O-].[Cs+].[Cs+]. The catalyst is C1C=CC(P(C2C=CC=CC=2)[C-]2C=CC=C2)=CC=1.C1C=CC(P(C2C=CC=CC=2)[C-]2C=CC=C2)=CC=1.Cl[Pd]Cl.[Fe+2]. The product is [CH2:1]([O:3][C:4](=[O:44])[CH2:5][CH2:6][CH2:7][O:8][C:9]1[CH:14]=[CH:13][CH:12]=[C:11]([CH2:15][CH2:16][CH2:17][CH2:18][CH2:19][CH2:20][O:21][C:22]2[CH:27]=[C:26]([C:45]3[CH:50]=[CH:49][CH:48]=[CH:47][CH:46]=3)[CH:25]=[C:24]([O:29][CH2:30][C:31]3[CH:36]=[CH:35][CH:34]=[CH:33][CH:32]=3)[CH:23]=2)[C:10]=1[CH2:37][CH2:38][C:39]([O:41][CH2:42][CH3:43])=[O:40])[CH3:2]. The yield is 0.890. (2) The reactants are [OH:1][C:2]1[CH:9]=[CH:8][C:7]([O:10][CH3:11])=[CH:6][C:3]=1[CH:4]=[O:5].C(=O)([O-])[O-].[Cs+].[Cs+].Br[CH2:19][CH2:20][O:21][CH:22]1[CH2:27][CH2:26][CH2:25][CH2:24][O:23]1. The catalyst is CN(C=O)C. The product is [CH3:11][O:10][C:7]1[CH:8]=[CH:9][C:2]([O:1][CH2:19][CH2:20][O:21][CH:22]2[CH2:27][CH2:26][CH2:25][CH2:24][O:23]2)=[C:3]([CH:6]=1)[CH:4]=[O:5]. The yield is 0.810.